From a dataset of Full USPTO retrosynthesis dataset with 1.9M reactions from patents (1976-2016). Predict the reactants needed to synthesize the given product. (1) Given the product [CH2:1]([C:8]1[CH:20]=[CH:19][C:18]2[C:17]3[C:12](=[CH:13][CH:14]=[C:15]([Cl:22])[C:16]=3[Cl:21])[NH:11][C:10]=2[C:9]=1[OH:23])[C:2]1[CH:3]=[CH:4][CH:5]=[CH:6][CH:7]=1, predict the reactants needed to synthesize it. The reactants are: [CH2:1]([C:8]1(Br)[CH2:20][CH2:19][C:18]2[C:17]3[C:12](=[CH:13][CH:14]=[C:15]([Cl:22])[C:16]=3[Cl:21])[NH:11][C:10]=2[C:9]1=[O:23])[C:2]1[CH:7]=[CH:6][CH:5]=[CH:4][CH:3]=1.[Li+].[Br-]. (2) Given the product [C:13]1([N:10]2[CH2:11][CH2:12][CH:7]([CH2:6][CH2:5][C:1]#[N:2])[CH2:8][CH2:9]2)[C:22]2[C:17](=[CH:18][CH:19]=[CH:20][CH:21]=2)[CH:16]=[CH:15][N:14]=1, predict the reactants needed to synthesize it. The reactants are: [C-:1]#[N:2].[K+].Cl[CH2:5][CH2:6][CH:7]1[CH2:12][CH2:11][N:10]([C:13]2[C:22]3[C:17](=[CH:18][CH:19]=[CH:20][CH:21]=3)[CH:16]=[CH:15][N:14]=2)[CH2:9][CH2:8]1.[I-].[K+].O. (3) Given the product [CH3:19][O:18][C:15]1[CH:16]=[CH:17][C:12]([C:6]([CH3:1])([CH3:11])[C:7]([F:10])([F:9])[F:8])=[CH:13][CH:14]=1, predict the reactants needed to synthesize it. The reactants are: [CH3:1][Al](C)C.Cl[C:6]([C:12]1[CH:17]=[CH:16][C:15]([O:18][CH3:19])=[CH:14][CH:13]=1)([CH3:11])[C:7]([F:10])([F:9])[F:8].